This data is from Catalyst prediction with 721,799 reactions and 888 catalyst types from USPTO. The task is: Predict which catalyst facilitates the given reaction. (1) Reactant: [OH:1][C@H:2]1[CH2:7][CH2:6][CH2:5][CH2:4][C@@H:3]1[NH:8][C:9]([C:11]1[C:15]2=[N:16][CH:17]=[CH:18][C:19]([O:20][CH3:21])=[C:14]2[N:13](C(OC(C)(C)C)=O)[CH:12]=1)=[O:10].C(O)(C(F)(F)F)=O. Product: [OH:1][C@H:2]1[CH2:7][CH2:6][CH2:5][CH2:4][C@@H:3]1[NH:8][C:9]([C:11]1[C:15]2=[N:16][CH:17]=[CH:18][C:19]([O:20][CH3:21])=[C:14]2[NH:13][CH:12]=1)=[O:10]. The catalyst class is: 2. (2) Reactant: C([O:3][C:4](=[O:20])[C:5]1[CH:17]=[C:16]([CH2:18][F:19])[CH:15]=[C:7]([C:8]([N:10]([CH3:14])[CH2:11][CH2:12][CH3:13])=[O:9])[CH:6]=1)C.[OH-].[Li+]. Product: [F:19][CH2:18][C:16]1[CH:15]=[C:7]([C:8]([N:10]([CH3:14])[CH2:11][CH2:12][CH3:13])=[O:9])[CH:6]=[C:5]([CH:17]=1)[C:4]([OH:20])=[O:3]. The catalyst class is: 1. (3) Reactant: [Cr](Cl)([O-])(=O)=O.[NH+]1C=CC=CC=1.[Cl:12][C:13]1[CH:14]=[C:15]([C:20]#[C:21][CH2:22][OH:23])[CH:16]=[CH:17][C:18]=1[Cl:19].CCCCCCC.C(OCC)(=O)C.C(O)C#C. Product: [Cl:12][C:13]1[CH:14]=[C:15]([C:20]#[C:21][CH:22]=[O:23])[CH:16]=[CH:17][C:18]=1[Cl:19]. The catalyst class is: 4. (4) Reactant: [N:1]1[CH:2]=[N:3][N:4]2[CH:9]=[C:8]([C:10]3[O:11][C:12]4([CH2:27][CH2:26][CH:25]([CH2:28][C:29](O)=[O:30])[CH2:24][CH2:23]4)[C:13](=[O:22])[C:14]=3[C:15]3[CH:16]=[C:17]([CH3:21])[CH:18]=[CH:19][CH:20]=3)[CH:7]=[CH:6][C:5]=12.CN(C(ON1N=NC2C=CC=NC1=2)=[N+](C)C)C.F[P-](F)(F)(F)(F)F.[NH2:56][CH2:57][CH2:58][CH2:59][N:60]1[CH2:64][CH2:63][CH2:62][C:61]1=[O:65]. Product: [N:1]1[CH:2]=[N:3][N:4]2[CH:9]=[C:8]([C:10]3[O:11][C:12]4([CH2:23][CH2:24][C:25](=[CH:28][C:29]([NH:56][CH2:57][CH2:58][CH2:59][N:60]5[CH2:64][CH2:63][CH2:62][C:61]5=[O:65])=[O:30])[CH2:26][CH2:27]4)[C:13](=[O:22])[C:14]=3[C:15]3[CH:16]=[C:17]([CH3:21])[CH:18]=[CH:19][CH:20]=3)[CH:7]=[CH:6][C:5]=12. The catalyst class is: 4.